This data is from Catalyst prediction with 721,799 reactions and 888 catalyst types from USPTO. The task is: Predict which catalyst facilitates the given reaction. (1) The catalyst class is: 138. Product: [CH2:19]([O:18][C@@H:17]1[C@@H:26]([O:27][CH2:28][C:29]2[CH:30]=[CH:31][CH:32]=[CH:33][CH:34]=2)[C@@H:35]([O:36][CH2:37][C:38]2[CH:39]=[CH:40][CH:41]=[CH:42][CH:43]=2)[C@@H:44]([CH2:46][O:47][CH2:48][C:49]2[CH:54]=[CH:53][CH:52]=[CH:51][CH:50]=2)[O:45][C@@H:16]1[O:15][CH2:14][CH:13]([CH2:55][O:56][C@H:57]1[O:86][C@H:85]([CH2:87][O:88][CH2:89][C:90]2[CH:95]=[CH:94][CH:93]=[CH:92][CH:91]=2)[C@H:76]([O:77][CH2:78][C:79]2[CH:84]=[CH:83][CH:82]=[CH:81][CH:80]=2)[C@H:67]([O:68][CH2:69][C:70]2[CH:71]=[CH:72][CH:73]=[CH:74][CH:75]=2)[C@H:58]1[O:59][CH2:60][C:61]1[CH:62]=[CH:63][CH:64]=[CH:65][CH:66]=1)[OH:12])[C:20]1[CH:25]=[CH:24][CH:23]=[CH:22][CH:21]=1. Reactant: C[O-].[Na+].C([O:12][CH:13]([CH2:55][O:56][C@H:57]1[O:86][C@H:85]([CH2:87][O:88][CH2:89][C:90]2[CH:95]=[CH:94][CH:93]=[CH:92][CH:91]=2)[C@H:76]([O:77][CH2:78][C:79]2[CH:84]=[CH:83][CH:82]=[CH:81][CH:80]=2)[C@H:67]([O:68][CH2:69][C:70]2[CH:75]=[CH:74][CH:73]=[CH:72][CH:71]=2)[C@H:58]1[O:59][CH2:60][C:61]1[CH:66]=[CH:65][CH:64]=[CH:63][CH:62]=1)[CH2:14][O:15][C@H:16]1[O:45][C@H:44]([CH2:46][O:47][CH2:48][C:49]2[CH:54]=[CH:53][CH:52]=[CH:51][CH:50]=2)[C@H:35]([O:36][CH2:37][C:38]2[CH:43]=[CH:42][CH:41]=[CH:40][CH:39]=2)[C@H:26]([O:27][CH2:28][C:29]2[CH:34]=[CH:33][CH:32]=[CH:31][CH:30]=2)[C@H:17]1[O:18][CH2:19][C:20]1[CH:25]=[CH:24][CH:23]=[CH:22][CH:21]=1)(=O)C1C=CC=CC=1. (2) Reactant: [CH3:1][C:2]1[N:7]=[CH:6][C:5]([C:8]2[CH:24]=[C:11]3[N:12]=[C:13]([NH:22][NH2:23])[CH:14]=[C:15]([N:16]4[CH2:21][CH2:20][O:19][CH2:18][CH2:17]4)[N:10]3[N:9]=2)=[CH:4][CH:3]=1.C(O)(=O)C.[C:29]1([CH3:37])[CH:34]=[CH:33][CH:32]=[C:31]([CH:35]=O)[CH:30]=1. Product: [CH3:37][C:29]1[CH:30]=[C:31]([CH:32]=[CH:33][CH:34]=1)[CH:35]=[N:23][NH:22][C:13]1[CH:14]=[C:15]([N:16]2[CH2:17][CH2:18][O:19][CH2:20][CH2:21]2)[N:10]2[N:9]=[C:8]([C:5]3[CH:6]=[N:7][C:2]([CH3:1])=[CH:3][CH:4]=3)[CH:24]=[C:11]2[N:12]=1. The catalyst class is: 8. (3) Reactant: [NH2:1][C:2]1[CH:7]=[CH:6][C:5]([C:8]2([C:26]3[CH:31]=[C:30]([CH3:32])[C:29]([O:33][CH3:34])=[C:28]([CH3:35])[CH:27]=3)[C:16]3[C:11](=[CH:12][CH:13]=[CH:14][CH:15]=3)[N:10]([CH2:17][C:18]3[CH:23]=[CH:22][CH:21]=[CH:20][C:19]=3[Cl:24])[C:9]2=[O:25])=[CH:4][CH:3]=1.C(N(CC)C(C)C)(C)C.[CH3:45][S:46](Cl)(=[O:48])=[O:47]. Product: [Cl:24][C:19]1[CH:20]=[CH:21][CH:22]=[CH:23][C:18]=1[CH2:17][N:10]1[C:11]2[C:16](=[CH:15][CH:14]=[CH:13][CH:12]=2)[C:8]([C:5]2[CH:6]=[CH:7][C:2]([N:1]([S:46]([CH3:45])(=[O:48])=[O:47])[S:46]([CH3:45])(=[O:48])=[O:47])=[CH:3][CH:4]=2)([C:26]2[CH:27]=[C:28]([CH3:35])[C:29]([O:33][CH3:34])=[C:30]([CH3:32])[CH:31]=2)[C:9]1=[O:25]. The catalyst class is: 124. (4) Reactant: [C:1]([O:5][C:6]([N:8]1[CH2:13][CH2:12][CH2:11][C@@H:10]2[CH2:14][N:15]([C:17]3[C:25]([F:26])=[CH:24][C:23]([C:27]([OH:29])=O)=[C:22]4[C:18]=3[C:19]([CH3:31])=[C:20]([CH3:30])[NH:21]4)[CH2:16][C@H:9]12)=[O:7])([CH3:4])([CH3:3])[CH3:2].[NH4+].[Cl-].C[N:35](C(ON1N=NC2C=CC=NC1=2)=[N+](C)C)C.F[P-](F)(F)(F)(F)F.C(N(CC)CC)C. Product: [C:27]([C:23]1[CH:24]=[C:25]([F:26])[C:17]([N:15]2[CH2:14][C@@H:10]3[C@@H:9]([N:8]([C:6]([O:5][C:1]([CH3:3])([CH3:2])[CH3:4])=[O:7])[CH2:13][CH2:12][CH2:11]3)[CH2:16]2)=[C:18]2[C:22]=1[NH:21][C:20]([CH3:30])=[C:19]2[CH3:31])(=[O:29])[NH2:35]. The catalyst class is: 85. (5) Reactant: [CH3:1][CH2:2][N:3]([CH2:6][CH2:7][NH:8][C:9]([C:11]1[C:15]([CH3:16])=[C:14](/[CH:17]=[C:18]2/[C:19]3[CH:24]=[C:23]([F:25])[CH:22]=[CH:21][C:20]=3[NH:26][C:27]/2=[O:28])[NH:13][C:12]=1[CH3:29])=[O:10])[CH2:4][CH3:5].[C:30]([OH:38])(=[O:37])[CH:31]([CH2:33][C:34]([OH:36])=[O:35])[OH:32].C(O)CC. Product: [CH3:1][CH2:2][N:3]([CH2:6][CH2:7][NH:8][C:9]([C:11]1[C:15]([CH3:16])=[C:14](/[CH:17]=[C:18]2/[C:19]3[CH:24]=[C:23]([F:25])[CH:22]=[CH:21][C:20]=3[NH:26][C:27]/2=[O:28])[NH:13][C:12]=1[CH3:29])=[O:10])[CH2:4][CH3:5].[CH2:33]([C:34]([OH:36])=[O:35])[C@H:31]([OH:32])[C:30]([OH:38])=[O:37]. The catalyst class is: 37. (6) Reactant: [CH3:1][O:2][C:3](=[O:10])[CH:4]=[CH:5][CH:6]=[CH:7][CH2:8]Br.C(N(CC)CC)C.[I-].C([NH3+])(C)(C)C.[Cl:24][C:25]1[CH:30]=[CH:29][C:28]([SH:31])=[CH:27][CH:26]=1. Product: [CH3:1][O:2][C:3](=[O:10])[CH:4]=[CH:5][CH:6]=[CH:7][CH2:8][S:31][C:28]1[CH:29]=[CH:30][C:25]([Cl:24])=[CH:26][CH:27]=1. The catalyst class is: 1. (7) Product: [O:17]1[CH:18]=[CH:19][CH:20]=[C:16]1[C:11]1[N:12]=[C:13]([NH:15][C:21]([C:22]2[CH:27]=[CH:26][N:25]=[CH:24][CH:23]=2)=[O:28])[S:14][C:10]=1[C:8]([CH:5]1[CH2:6][CH2:7][C:2](=[O:1])[CH2:3][CH2:4]1)=[O:9]. Reactant: [O:1]=[C:2]1[CH2:7][CH2:6][CH:5]([C:8]([C:10]2[S:14][C:13]([NH2:15])=[N:12][C:11]=2[C:16]2[O:17][CH:18]=[CH:19][CH:20]=2)=[O:9])[CH2:4][CH2:3]1.[C:21](O)(=[O:28])[C:22]1[CH:27]=[CH:26][N:25]=[CH:24][CH:23]=1.CCN=C=NCCCN(C)C.Cl.O.ON1C2C=CC=CC=2N=N1. The catalyst class is: 18.